This data is from Retrosynthesis with 50K atom-mapped reactions and 10 reaction types from USPTO. The task is: Predict the reactants needed to synthesize the given product. (1) Given the product COc1cccc(Sc2ccc3sc(-c4ccnc(N)n4)c(C)c3c2)c1, predict the reactants needed to synthesize it. The reactants are: COc1cccc(S)c1.Cc1c(-c2ccnc(N)n2)sc2ccc(Br)cc12. (2) Given the product CC(C)Oc1ccc(-c2nc(-c3cccc4c(-c5cccc(C(=O)O)c5)nccc34)no2)cc1Cl, predict the reactants needed to synthesize it. The reactants are: CC(C)Oc1ccc(-c2nc(-c3cccc4c(Br)nccc34)no2)cc1Cl.O=C(O)c1cccc(B(O)O)c1. (3) Given the product COc1cc2c(Oc3ccc4[nH]c(C)cc4c3)ncnc2cc1OCCCN1CCCC1, predict the reactants needed to synthesize it. The reactants are: COc1cc2c(Cl)ncnc2cc1OCCCN1CCCC1.Cc1cc2cc(O)ccc2[nH]1. (4) Given the product CCn1cc(C(=O)O)c(=O)c2cc3cc(F)c(N4CCN(c5ccc(F)cc5)CC4)cc3nc21, predict the reactants needed to synthesize it. The reactants are: CCn1cc(C(=O)O)c(=O)c2cc3cc(F)c(Cl)cc3nc21.Fc1ccc(N2CCNCC2)cc1. (5) Given the product CC(=O)c1c(Cl)n(C)c2ccccc12, predict the reactants needed to synthesize it. The reactants are: CC(=O)c1c(Cl)[nH]c2ccccc12.CI. (6) Given the product CC(C)(C)OC(=O)COc1cccc2c1CCCCC2NS(=O)(=O)c1cccc(-c2ccccc2)c1, predict the reactants needed to synthesize it. The reactants are: CC(C)(C)OC(=O)COc1cccc2c1CCCCC2N.O=S(=O)(Cl)c1cccc(-c2ccccc2)c1. (7) Given the product COc1cc(C=C2C(=O)CCc3cc(Cl)ccc32)c([N+](=O)[O-])cc1OC, predict the reactants needed to synthesize it. The reactants are: COc1cc(C=O)c([N+](=O)[O-])cc1OC.O=C1CCc2cc(Cl)ccc2C1.